From a dataset of Reaction yield outcomes from USPTO patents with 853,638 reactions. Predict the reaction yield, written as a fraction of the theoretical maximum amount of product (1.0 means a 100% yield; for example, 0.34 means a 34% yield). (1) The reactants are [CH2:1]([NH2:4])[CH2:2][CH3:3].C([O-])(=O)C.[Na+].Br[C:11]1[C:12]([NH:14][C:15](=[O:17])[CH:16]=1)=[O:13]. The catalyst is CO. The product is [CH2:1]([NH:4][C:11]1[C:12]([NH:14][C:15](=[O:17])[CH:16]=1)=[O:13])[CH2:2][CH3:3]. The yield is 0.490. (2) The reactants are [C:1]([O:4][C:5]1[CH:13]=[CH:12][C:11]([Br:14])=[CH:10][C:6]=1[C:7]([OH:9])=O)(=[O:3])[CH3:2].[NH2:15][C:16]1[S:17][CH:18]=[C:19]([C:21]([CH3:24])([CH3:23])[CH3:22])[N:20]=1. No catalyst specified. The product is [C:1]([O:4][C:5]1[CH:13]=[CH:12][C:11]([Br:14])=[CH:10][C:6]=1[C:7]([NH:15][C:16]1[S:17][CH:18]=[C:19]([C:21]([CH3:24])([CH3:23])[CH3:22])[N:20]=1)=[O:9])(=[O:3])[CH3:2]. The yield is 0.594. (3) The reactants are [F:1][C:2]1[CH:8]=[CH:7][C:5]([NH2:6])=[CH:4][C:3]=1[N+:9]([O-:11])=[O:10].[C:12](OC(=O)C)(=[O:14])[CH3:13]. No catalyst specified. The product is [F:1][C:2]1[CH:8]=[CH:7][C:5]([NH:6][C:12](=[O:14])[CH3:13])=[CH:4][C:3]=1[N+:9]([O-:11])=[O:10]. The yield is 0.700. (4) The reactants are [CH3:1][NH:2][CH2:3][CH2:4][CH2:5][NH:6][C:7]1[CH:16]=[CH:15][C:14]2[C:9](=[CH:10][CH:11]=[CH:12][CH:13]=2)[N:8]=1.[S:17]1[CH:21]=[CH:20][C:19]([CH:22]=O)=[CH:18]1. No catalyst specified. The product is [CH3:1][N:2]([CH2:22][C:19]1[CH:20]=[CH:21][S:17][CH:18]=1)[CH2:3][CH2:4][CH2:5][NH:6][C:7]1[CH:16]=[CH:15][C:14]2[C:9](=[CH:10][CH:11]=[CH:12][CH:13]=2)[N:8]=1. The yield is 0.240. (5) The reactants are [C:1]([CH2:3][C:4]([O:6][CH3:7])=[O:5])#[N:2].C(N(C(C)C)CC)(C)C.[CH2:17](Br)[C:18]([C:20]1[CH:25]=[CH:24][CH:23]=[CH:22][CH:21]=1)=[O:19]. The catalyst is O1CCCC1. The product is [C:1]([CH:3]([CH2:17][C:18]([C:20]1[CH:25]=[CH:24][CH:23]=[CH:22][CH:21]=1)=[O:19])[C:4]([O:6][CH3:7])=[O:5])#[N:2]. The yield is 0.950. (6) The reactants are [NH2:1][C:2]1[C:3]([CH3:28])=[N:4][C:5]([O:9][CH2:10][C:11]([N:13]([CH:15]2[CH2:20][CH2:19][N:18]([CH2:21][C:22]3[CH:27]=[CH:26][CH:25]=[CH:24][CH:23]=3)[CH2:17][CH2:16]2)[CH3:14])=[O:12])=[N:6][C:7]=1[CH3:8].[ClH:29].O1CCOCC1. The catalyst is CO. The product is [ClH:29].[NH2:1][C:2]1[C:7]([CH3:8])=[N:6][C:5]([O:9][CH2:10][C:11]([N:13]([CH:15]2[CH2:20][CH2:19][N:18]([CH2:21][C:22]3[CH:23]=[CH:24][CH:25]=[CH:26][CH:27]=3)[CH2:17][CH2:16]2)[CH3:14])=[O:12])=[N:4][C:3]=1[CH3:28]. The yield is 0.740.